Dataset: Human Reference Interactome with 51,813 positive PPI pairs across 8,248 proteins, plus equal number of experimentally-validated negative pairs. Task: Binary Classification. Given two protein amino acid sequences, predict whether they physically interact or not. (1) Protein 1 (ENSG00000169116) has sequence MVYKTLFALCILTAGWRVQSLPTSAPLSVSLPTNIVPPTTIWTSSPQNTDADTASPSNGTHNNSVLPVTASAPTSLLPKNISIESREEEITSPGSNWEGTNTDPSPSGFSSTSGGVHLTTTLEEHSSGTPEAGVAATLSQSAAEPPTLISPQAPASSPSSLSTSPPEVFSASVTTNHSSTVTSTQPTGAPTAPESPTEESSSDHTPTSHATAEPVPQEKTPPTTVSGKVMCELIDMETTTTFPRVIMQEVEHALSSGSIAAITVTVIAVVLLVFGVAAYLKIRHSSYGRLLDDHDYGSWG.... Protein 2 (ENSG00000117122) has sequence MRAAYLFLLFLPAGLLAQGQYDLDPLPPFPDHVQYTHYSDQIDNPDYYDYQEVTPRPSEEQFQFQSQQQVQQEVIPAPTPEPGNAELEPTEPGPLDCREEQYPCTRLYSIHRPCKQCLNEVCFYSLRRVYVINKEICVRTVCAHEELLRADLCRDKFSKCGVMASSGLCQSVAASCARSCGSC*MRAAYLFLLFLPGLLAQGQYDLDPLPPFPDHVQYTHYSDQIDNPDYYDYQEVTPRPSEEQFQFQSQQQVQQEVIPAPTPEPGNAELEPTEPGPLDCREEQYPCTRLYSIHRPCKQC.... Result: 0 (the proteins do not interact). (2) Protein 1 (ENSG00000099246) has sequence MDEDVLTTLKILIIGESGVGKSSLLLRFTDDTFDPELAATIGVDFKVKTISVDGNKAKLAIWDTAGQERFRTLTPSYYRGAQGVILVYDVTRRDTFVKLDNWLNELETYCTRNDIVNMLVGNKIDKENREVDRNEGLKFARKHSMLFIEASAKTCDGVQCAFEELVEKIIQTPGLWESENQNKGVKLSHREEGQGGGACGGYCSVL*MDEDVLTTLKILIIGESGVGKSSLLLRFTDDTFDPELAATIVYDVTRRDTFVKLDNWLNELETYCTRNDIVNMLVGNKIDKENREVDRNEGLK.... Protein 2 (ENSG00000169155) has sequence MEPGTNSFRVEFPDFSSTILQKLNQQRQQGQLCDVSIVVQGHIFRAHKAVLAASSPYFCDQVLLKNSRRIVLPDVMNPRVFENILLSSYTGRLVMPAPEIVSYLTAASFLQMWHVVDKCTEVLEGNPTVLCQKLNHGSDHQSPSSSSYNGLVESFELGSGGHTDFPKAQELRDGENEEESTKDELSSQLTEHEYLPSNSSTEHDRLSTEMASQDGEEGASDSAEFHYTRPMYSKPSIMAHKRWIHVKPERLEQACEGMDVHATYDEHQVTESINTVQTEHTVQPSGVEEDFHIGEKKVEA.... Result: 0 (the proteins do not interact). (3) Protein 2 (ENSG00000185420) has sequence MEPLKVEKFATAKRGNGLRAVTPLRPGELLFRSDPLAYTVCKGSRGVVCDRCLLGKEKLMRCSQCRVAKYCSAKCQKKAWPDHKRECKCLKSCKPRYPPDSVRLLGRVVFKLMDGAPSESEKLYSFYDLESNINKLTEDKKEGLRQLVMTFQHFMREEIQDASQLPPAFDLFEAFAKPIGMK*MQEVGVGLYPSISLLNHSCDPNCSIVFNGPHLLLRAVRDIEVGEELTICYLDMLMTSEERRKQLRDQYCFECDCFRCQTQDKDADMLTGDEQVWKEVQESLKKIEELKAHWKWEQVL.... Protein 1 (ENSG00000167703) has sequence MAPTLATAHRRRWWMACTAVLENLLFSAVLLGWGSLLIMLKSEGFYSYLCTEPENVTNGTVGGTAEPGHEEVSWMNGWLSCQAQDEMLNLAFTVGSFLLSAITLPLGIVMDKYGPRKLRLLGSACFAVSCLLIAYGASKPNALSVLIFIALALNGFGGMCMTFTSLTLPNMFGDLRSTFIALMIGSYASSAVTFPGIKLIYDAGVSFIVVLVVWAGCSGLVFLNCFFNWPLEPFPGPEDMDYSVKIKFSWLGFDHKITGKQFYKQVTTVGRRLSVGSSMRSAKEQVALQEGHKLCLSTVD.... Result: 0 (the proteins do not interact). (4) Protein 1 (ENSG00000086065) has sequence MNRLFGKAKPKAPPPSLTDCIGTVDSRAESIDKKISRLDAELVKYKDQIKKMREGPAKNMVKQKALRVLKQKRMYEQQRDNLAQQSFNMEQANYTIQSLKDTKTTVDAMKLGVKEMKKAYKQVKIDQIEDLQDQLEDMMEDANEIQEALSRSYGTPELDEDDLEAELDALGDELLADEDSSYLDEAASAPAIPEGVPTDTKNKDGVLVDEFGLPQIPAS*MNRLFGKAKPKAPPPSLTDCIGTVDSRAESIDKKISRLDAELVKYKDQIKKMREGPAKNMVKQKALRVLKQKRMYEQQRD.... Protein 2 (ENSG00000147065) has sequence MPKTISVRVTTMDAELEFAIQPNTTGKQLFDQVVKTIGLREVWFFGLQYQDTKGFSTWLKLNKKVTAQDVRKESPLLFKFRAKFYPEDVSEELIQDITQRLFFLQVKEGILNDDIYCPPETAVLLASYAVQSKYGDFNKEVHKSGYLAGDKLLPQRVLEQHKLNKDQWEERIQVWHEEHRGMLREDAVLEYLKIAQDLEMYGVNYFSIKNKKGSELWLGVDALGLNIYEQNDRLTPKIGFPWSEIRNISFNDKKFVIKPIDKKAPDFVFYAPRLRINKRILALCMGNHELYMRRRKPDTI.... Result: 0 (the proteins do not interact). (5) Protein 1 (ENSG00000010318) has sequence MKTVKEKKECQRLRKSAKTRRVTQRKPSSGPVCWLCLREPGDPEKLGEFLQKDNISVHYFCLILSSKLPQRGQSNRGFHGFLPEDIKKEAARASRKICFVCKKKGAAINCQKDQCLRNFHLPCGQERGCLSQFFGEYKSFCDKHRPTQNIQHGHVGEESCILCCEDLSQQSVENIQSPCCSQAIYHRKCIQKYAHTSAKHFFKCPQCNNRKEFPQEMLRMGIHIPDRDAAWELEPGAFSDLYQRYQHCDAPICLYEQGRDSFEDEGRWCLILCATCGSHGTHRDCSSLRSNSKKWECEEC.... Protein 2 (ENSG00000179593) has sequence MAEFRVRVSTGEAFGAGTWDKVSVSIVGTRGESPPLPLDNLGKEFTAGAEEDFQVTLPEDVGRVLLLRVHKAPPVLPLLGPLAPDAWFCRWFQLTPPRGGHLLFPCYQWLEGAGTLVLQEGTAKVSWADHHPVLQQQRQEELQARQEMYQWKAYNPGWPHCLDEKTVEDLELNIKYSTAKNANFYLQAGSAFAEMKIKGLLDRKGLWRSLNEMKRIFNFRRTPAAEHAFEHWQEDAFFASQFLNGLNPVLIRRCHYLPKNFPVTDAMVASVLGPGTSLQAELEKGSLFLVDHGILSGIQT.... Result: 0 (the proteins do not interact). (6) Protein 2 (ENSG00000108666) has sequence MLPSLQESMDGDEKELESSEEGGSAEERRLEPPSSSHYCLYSYRGSRLAQQRGDSEDGSPSGTNAETPSGDDFSLSLADTNLPSEVEPELRSFIAKRLSRGAVFEGLGNVASVELKIPGYRVGCYYCLFQNEKLLPETVTIDSERNPSEYVVCFLGGSEKGLETFRLELDKYIQGLKNNMNCEARGLESHIKSYLSSWFEDVVCPIQRVVLLFQEKLTFLLHAALSYTPVEVKESDEKTKRDINRFLSVASLQGLIHEGTMTSLCMAMTEEQHKSVVIDCSSSQPQFCNAGSNRFCEDWM.... Result: 0 (the proteins do not interact). Protein 1 (ENSG00000198911) has sequence MDDSGELGGLETMETLTELGDELTLGDIDEMLQFVSNQVGEFPDLFSEQLCSSFPGSGGSGSSSGSSGSSSSSSNGRGSSSGAVDPSVQRSFTQVTLPSFSPSAASPQAPTLQVKVSPTSVPTTPRATPILQPRPQPQPQPQTQLQQQTVMITPTFSTTPQTRIIQQPLIYQNAATSFQVLQPQVQSLVTSSQVQPVTIQQQVQTVQAQRVLTQTANGTLQTLAPATVQTVAAPQVQQVPVLVQPQIIKTDSLVLTTLKTDGSPVMAAVQNPALTALTTPIQTAALQVPTLVGSSGTILT....